Dataset: Catalyst prediction with 721,799 reactions and 888 catalyst types from USPTO. Task: Predict which catalyst facilitates the given reaction. (1) The catalyst class is: 18. Product: [CH3:14][C:13]1[CH:12]=[CH:11][N:10]=[CH:9][C:8]=1[C:7]1[CH:6]=[CH:5][N:4]=[C:3]2[C:15]([NH2:16])=[N:18][O:17][C:2]=12. Reactant: F[C:2]1[C:3]([C:15]#[N:16])=[N:4][CH:5]=[CH:6][C:7]=1[C:8]1[CH:9]=[N:10][CH:11]=[CH:12][C:13]=1[CH3:14].[OH:17][NH:18]C(=O)C.C(=O)([O-])[O-].[K+].[K+]. (2) Reactant: [H-].[Na+].[CH3:3][O:4][C:5]1[CH:6]=[C:7]([NH:13][S:14]([C:17]2[CH:22]=[CH:21][CH:20]=[CH:19][CH:18]=2)(=[O:16])=[O:15])[CH:8]=[CH:9][C:10]=1[O:11][CH3:12].Br[CH2:24][C:25]([O:27][CH2:28][CH3:29])=[O:26].Cl. Product: [CH3:3][O:4][C:5]1[CH:6]=[C:7]([N:13]([CH2:24][C:25]([O:27][CH2:28][CH3:29])=[O:26])[S:14]([C:17]2[CH:22]=[CH:21][CH:20]=[CH:19][CH:18]=2)(=[O:15])=[O:16])[CH:8]=[CH:9][C:10]=1[O:11][CH3:12]. The catalyst class is: 9. (3) The catalyst class is: 3. Product: [Cl:1][C:2]1[CH:3]=[C:4]([CH2:8][CH2:9][NH:10][C:11]([C:13]2[N:14]=[C:15]([CH2:18][NH:19][C:29]([NH:28][C:25]3[CH:26]=[CH:27][C:22]([CH2:20][CH3:21])=[CH:23][CH:24]=3)=[O:30])[S:16][CH:17]=2)=[O:12])[CH:5]=[CH:6][CH:7]=1. Reactant: [Cl:1][C:2]1[CH:3]=[C:4]([CH2:8][CH2:9][NH:10][C:11]([C:13]2[N:14]=[C:15]([CH2:18][NH2:19])[S:16][CH:17]=2)=[O:12])[CH:5]=[CH:6][CH:7]=1.[CH2:20]([C:22]1[CH:27]=[CH:26][C:25]([N:28]=[C:29]=[O:30])=[CH:24][CH:23]=1)[CH3:21]. (4) Reactant: [Cl:1]C(OC(Cl)C)=O.C([N:15]1[CH2:20][CH2:19][C:18]([F:22])([F:21])[CH2:17][CH2:16]1)C1C=CC=CC=1. Product: [ClH:1].[F:21][C:18]1([F:22])[CH2:19][CH2:20][NH:15][CH2:16][CH2:17]1. The catalyst class is: 2. (5) Reactant: [F:1][C:2]1[CH:7]=[CH:6][C:5]([OH:8])=[C:4]([CH3:9])[C:3]=1[NH:10][CH2:11][C:12]1[CH:17]=[C:16]([C:18]2[CH:23]=[CH:22][CH:21]=[C:20]([F:24])[CH:19]=2)[CH:15]=[CH:14][C:13]=1[F:25].C([O-])([O-])=O.[Cs+].[Cs+].Br[CH2:33][C:34]([O:36][CH2:37][CH3:38])=[O:35].O. Product: [F:1][C:2]1[CH:7]=[CH:6][C:5]([O:8][CH2:33][C:34]([O:36][CH2:37][CH3:38])=[O:35])=[C:4]([CH3:9])[C:3]=1[NH:10][CH2:11][C:12]1[CH:17]=[C:16]([C:18]2[CH:23]=[CH:22][CH:21]=[C:20]([F:24])[CH:19]=2)[CH:15]=[CH:14][C:13]=1[F:25]. The catalyst class is: 3. (6) Reactant: [CH2:1]([O:8][C@H:9]([CH2:11][CH2:12][CH2:13][CH2:14][CH2:15]CC=C)[CH3:10])[C:2]1[CH:7]=[CH:6][CH:5]=[CH:4][CH:3]=1.O.[C:20]([OH:24])([CH3:23])([CH3:22])C.S(OS([O-])=O)([O-])=[O:26].[Na+].[Na+]. Product: [CH2:1]([O:8][C@@H:9]([CH3:10])[CH2:11][CH2:12][CH2:13][CH2:14][CH2:15][CH2:22][C@@H:20]([OH:24])[CH2:23][OH:26])[C:2]1[CH:7]=[CH:6][CH:5]=[CH:4][CH:3]=1. The catalyst class is: 195. (7) Reactant: [F:1][C:2]1([F:13])[CH2:7][CH2:6][CH:5]([N:8]2[CH:12]=[CH:11][CH:10]=[N:9]2)[CH2:4][CH2:3]1.[Br:14]Br. Product: [Br:14][C:11]1[CH:10]=[N:9][N:8]([CH:5]2[CH2:6][CH2:7][C:2]([F:1])([F:13])[CH2:3][CH2:4]2)[CH:12]=1. The catalyst class is: 2. (8) Reactant: [N+:1]([C:4]1[CH:9]=[CH:8][CH:7]=[CH:6][C:5]=1[NH:10][CH:11]([C:16]1[CH:17]=[C:18]2[C:22](=[CH:23][CH:24]=1)[N:21]([C:25]1[CH:30]=[CH:29][C:28]([F:31])=[CH:27][CH:26]=1)[N:20]=[CH:19]2)[C:12]([F:15])([F:14])[F:13])([O-])=O.Cl.C(=O)(O)[O-].[Na+]. Product: [F:15][C:12]([F:13])([F:14])[CH:11]([NH:10][C:5]1[C:4]([NH2:1])=[CH:9][CH:8]=[CH:7][CH:6]=1)[C:16]1[CH:17]=[C:18]2[C:22](=[CH:23][CH:24]=1)[N:21]([C:25]1[CH:30]=[CH:29][C:28]([F:31])=[CH:27][CH:26]=1)[N:20]=[CH:19]2. The catalyst class is: 284. (9) Reactant: [Cl:1][C:2]1[CH:10]=[CH:9][C:8]([CH3:11])=[CH:7][C:3]=1[C:4](O)=[O:5].[H-].[Al+3].[Li+].[H-].[H-].[H-]. Product: [Cl:1][C:2]1[CH:10]=[CH:9][C:8]([CH3:11])=[CH:7][C:3]=1[CH2:4][OH:5]. The catalyst class is: 7. (10) Reactant: [F:1][C:2]1[CH:3]=[C:4]([C:8]#[C:9][C:10]2[CH:19]=[CH:18][C:13]([C:14](=[N:16][OH:17])[NH2:15])=[CH:12][CH:11]=2)[CH:5]=[CH:6][CH:7]=1.[CH3:20][O:21][CH:22]([CH2:26][CH3:27])[C:23](O)=O.CCN=C=NCCCN(C)C.C1C=CC2N(O)N=NC=2C=1. Product: [F:1][C:2]1[CH:3]=[C:4]([C:8]#[C:9][C:10]2[CH:11]=[CH:12][C:13]([C:14]3[N:15]=[C:23]([CH:22]([O:21][CH3:20])[CH2:26][CH3:27])[O:17][N:16]=3)=[CH:18][CH:19]=2)[CH:5]=[CH:6][CH:7]=1. The catalyst class is: 38.